Dataset: Forward reaction prediction with 1.9M reactions from USPTO patents (1976-2016). Task: Predict the product of the given reaction. (1) Given the reactants [C:1]([N:5]1[C:9]([C:10]2[CH:15]=[CH:14][C:13]([F:16])=[CH:12][CH:11]=2)=[C:8]([C:17]2[S:18][CH:19]=[C:20]([CH2:22][C:23](O)=[O:24])[N:21]=2)[CH:7]=[N:6]1)([CH3:4])([CH3:3])[CH3:2].[N:26]1([C:31]2[CH:32]=[C:33]([CH:35]=[CH:36][CH:37]=2)[NH2:34])[CH:30]=[CH:29][N:28]=[CH:27]1, predict the reaction product. The product is: [C:1]([N:5]1[C:9]([C:10]2[CH:11]=[CH:12][C:13]([F:16])=[CH:14][CH:15]=2)=[C:8]([C:17]2[S:18][CH:19]=[C:20]([CH2:22][C:23]([NH:34][C:33]3[CH:35]=[CH:36][CH:37]=[C:31]([N:26]4[CH:30]=[CH:29][N:28]=[CH:27]4)[CH:32]=3)=[O:24])[N:21]=2)[CH:7]=[N:6]1)([CH3:3])([CH3:2])[CH3:4]. (2) Given the reactants [CH3:1][CH2:2][O:3][C:4]([CH2:6][C:7]([C:9]1[CH:14]=[CH:13][CH:12]=[CH:11][CH:10]=1)=[O:8])=[O:5].Br[CH2:16][C:17]([CH:19]1[CH2:24][CH2:23][CH2:22][CH2:21][CH2:20]1)=[O:18].C(OCC)(=O)C, predict the reaction product. The product is: [CH2:2]([O:3][C:4](=[O:5])[CH:6]([C:7](=[O:8])[C:9]1[CH:10]=[CH:11][CH:12]=[CH:13][CH:14]=1)[CH2:16][C:17]([CH:19]1[CH2:24][CH2:23][CH2:22][CH2:21][CH2:20]1)=[O:18])[CH3:1]. (3) Given the reactants [CH2:1]([O:8][C:9]([N:11]1[CH2:16][CH2:15][N:14]([S:17]([C:20]2[CH:25]=[CH:24][CH:23]=[CH:22][CH:21]=2)(=[O:19])=[O:18])[C@@H:13]([CH2:26][CH2:27][CH:28]2[CH2:30][CH:29]2C(O)=O)[CH2:12]1)=[O:10])[C:2]1[CH:7]=[CH:6][CH:5]=[CH:4][CH:3]=1.C1C=CC(P([N:48]=[N+]=[N-])(C2C=CC=CC=2)=O)=CC=1.[CH3:51][Si:52]([CH3:57])([CH3:56])[CH2:53][CH2:54][OH:55].CCO[C:61](C)=[O:62], predict the reaction product. The product is: [C:20]1([S:17]([N:14]2[CH2:15][CH2:16][N:11]([C:9]([O:8][CH2:1][C:2]3[CH:3]=[CH:4][CH:5]=[CH:6][CH:7]=3)=[O:10])[CH2:12][C@@H:13]2[CH2:26][CH2:27][CH:28]2[CH2:30][CH:29]2[NH:48][C:61]([O:55][CH2:54][CH2:53][Si:52]([CH3:57])([CH3:56])[CH3:51])=[O:62])(=[O:19])=[O:18])[CH:25]=[CH:24][CH:23]=[CH:22][CH:21]=1.